Dataset: Full USPTO retrosynthesis dataset with 1.9M reactions from patents (1976-2016). Task: Predict the reactants needed to synthesize the given product. (1) Given the product [CH3:1][O:2][C:3](=[O:35])[CH2:4][C@H:5]1[C:9]2[CH:10]=[CH:11][C:12]([O:14][C@H:15]3[C:23]4[C:18](=[C:19]([O:25][C:26]5[CH:31]=[C:30]([O:32][CH2:39][CH2:38][C:37]([OH:36])([CH3:52])[CH3:51])[CH:29]=[CH:28][C:27]=5[C:33]#[N:34])[CH:20]=[CH:21][C:22]=4[F:24])[CH2:17][CH2:16]3)=[CH:13][C:8]=2[O:7][CH2:6]1, predict the reactants needed to synthesize it. The reactants are: [CH3:1][O:2][C:3](=[O:35])[CH2:4][C@H:5]1[C:9]2[CH:10]=[CH:11][C:12]([O:14][C@H:15]3[C:23]4[C:18](=[C:19]([O:25][C:26]5[CH:31]=[C:30]([OH:32])[CH:29]=[CH:28][C:27]=5[C:33]#[N:34])[CH:20]=[CH:21][C:22]=4[F:24])[CH2:17][CH2:16]3)=[CH:13][C:8]=2[O:7][CH2:6]1.[OH:36][C:37]([CH3:52])([CH3:51])[CH2:38][CH2:39]OS(C1C=CC(C)=CC=1)(=O)=O. (2) Given the product [Cl:72][C:68]1[CH:67]=[C:66]([NH:62][C:61]2[N:60]([CH3:63])[N:59]=[C:58]([CH3:64])[C:57]=2[C:51]2[CH:52]=[CH:53][C:54]([F:56])=[CH:55][C:50]=2[F:49])[CH:71]=[CH:70][CH:69]=1, predict the reactants needed to synthesize it. The reactants are: C1(P(C2C=CC=CC=2)C2C3OC4C(=CC=CC=4P(C4C=CC=CC=4)C4C=CC=CC=4)C(C)(C)C=3C=CC=2)C=CC=CC=1.C(=O)([O-])[O-].[K+].[K+].[F:49][C:50]1[CH:55]=[C:54]([F:56])[CH:53]=[CH:52][C:51]=1[C:57]1[C:58]([CH3:64])=[N:59][N:60]([CH3:63])[C:61]=1[NH2:62].Br[C:66]1[CH:71]=[CH:70][CH:69]=[C:68]([Cl:72])[CH:67]=1. (3) Given the product [Br:23][C:24]1[CH:29]=[C:28]([CH3:30])[C:27]([NH:31][C:32]([NH:1][C:2]2[CH:7]=[C:6]([F:8])[CH:5]=[CH:4][C:3]=2[C:9]([NH:11][C@@H:12]([CH:17]2[CH2:22][CH2:21][CH2:20][CH2:19][CH2:18]2)[C:13]([O:15][CH3:16])=[O:14])=[O:10])=[O:33])=[C:26]([CH3:34])[CH:25]=1, predict the reactants needed to synthesize it. The reactants are: [NH2:1][C:2]1[CH:7]=[C:6]([F:8])[CH:5]=[CH:4][C:3]=1[C:9]([NH:11][C@@H:12]([CH:17]1[CH2:22][CH2:21][CH2:20][CH2:19][CH2:18]1)[C:13]([O:15][CH3:16])=[O:14])=[O:10].[Br:23][C:24]1[CH:25]=[C:26]([CH3:34])[C:27]([N:31]=[C:32]=[O:33])=[C:28]([CH3:30])[CH:29]=1.CCCCCC.C(OCC)(=O)C. (4) Given the product [CH2:11]([N:1]1[CH2:6][CH2:5][CH2:4][CH2:3][CH2:2]1)[CH2:10][C:9]#[CH:8], predict the reactants needed to synthesize it. The reactants are: [NH:1]1[CH2:6][CH2:5][CH2:4][CH2:3][CH2:2]1.Br[CH2:8][CH2:9][C:10]#[CH:11].C([O-])([O-])=O.[K+].[K+].